Dataset: HIV replication inhibition screening data with 41,000+ compounds from the AIDS Antiviral Screen. Task: Binary Classification. Given a drug SMILES string, predict its activity (active/inactive) in a high-throughput screening assay against a specified biological target. (1) The molecule is COc1ccc(N2C(=O)C3c4[nH]c5ccc(C)cc5c4C4CCC(C(C)(C)C)CC4C3C2=O)cc1. The result is 1 (active). (2) The compound is N#Cc1c(-c2ccccc2)ssc1=S. The result is 0 (inactive).